Dataset: Catalyst prediction with 721,799 reactions and 888 catalyst types from USPTO. Task: Predict which catalyst facilitates the given reaction. (1) Reactant: [NH2:1][C:2]1[CH:3]=[CH:4][C:5]([C:12]([NH:14][C:15]2[CH:16]=[CH:17][C:18]([C:25]([NH:27][C:28]3[CH:29]=[CH:30][C:31]([C:38]([O:40]C)=[O:39])=[N:32][C:33]=3[O:34][CH:35]([CH3:37])[CH3:36])=[O:26])=[N:19][C:20]=2[O:21][CH:22]([CH3:24])[CH3:23])=[O:13])=[N:6][C:7]=1[O:8][CH:9]([CH3:11])[CH3:10].[OH-].[Na+].Cl. Product: [NH2:1][C:2]1[CH:3]=[CH:4][C:5]([C:12]([NH:14][C:15]2[CH:16]=[CH:17][C:18]([C:25]([NH:27][C:28]3[CH:29]=[CH:30][C:31]([C:38]([OH:40])=[O:39])=[N:32][C:33]=3[O:34][CH:35]([CH3:37])[CH3:36])=[O:26])=[N:19][C:20]=2[O:21][CH:22]([CH3:24])[CH3:23])=[O:13])=[N:6][C:7]=1[O:8][CH:9]([CH3:10])[CH3:11]. The catalyst class is: 12. (2) Reactant: [Cl:1][C:2]1[CH:3]=[CH:4][C:5]([NH:8][NH2:9])=[N:6][CH:7]=1.O=[CH:11][C:12]([O:14][CH2:15][CH3:16])=[O:13].C(OI(C1C=CC=CC=1)OC(=O)C)(=O)C. Product: [Cl:1][C:2]1[CH:3]=[CH:4][C:5]2[N:6]([C:11]([C:12]([O:14][CH2:15][CH3:16])=[O:13])=[N:9][N:8]=2)[CH:7]=1. The catalyst class is: 5.